This data is from Ames mutagenicity test results for genotoxicity prediction. The task is: Regression/Classification. Given a drug SMILES string, predict its toxicity properties. Task type varies by dataset: regression for continuous values (e.g., LD50, hERG inhibition percentage) or binary classification for toxic/non-toxic outcomes (e.g., AMES mutagenicity, cardiotoxicity, hepatotoxicity). Dataset: ames. (1) The compound is COC(=O)[C@H]1[C@H]2C[C@@H]3c4[nH]c5cc(OC)ccc5c4CCN3C[C@@H]2C[C@@H](OC(=O)/C=C/c2cc(OC)c(OC)c(OC)c2)[C@@H]1OC. The result is 0 (non-mutagenic). (2) The compound is CCOP(C)(=O)SCCN(C(C)C)C(C)C. The result is 0 (non-mutagenic). (3) The result is 1 (mutagenic). The molecule is COc1ccc2oc3cc(O)cc(O)c3c(=O)c2c1. (4) The compound is C=CCO. The result is 0 (non-mutagenic). (5) The compound is CC(C)CC(=O)Nc1snc2ccccc12. The result is 0 (non-mutagenic). (6) The compound is O=C1Nc2ccc(Cl)cc2C(c2ccccc2)=NC1O. The result is 0 (non-mutagenic). (7) The compound is Nc1cccc2cccc(N)c12. The result is 1 (mutagenic).